Dataset: Catalyst prediction with 721,799 reactions and 888 catalyst types from USPTO. Task: Predict which catalyst facilitates the given reaction. (1) Product: [CH:1]1([C:4]2[NH:12][C:7]3=[N+:8]([O-:18])[CH:9]=[CH:10][CH:11]=[C:6]3[CH:5]=2)[CH2:3][CH2:2]1. Reactant: [CH:1]1([C:4]2[NH:12][C:7]3=[N:8][CH:9]=[CH:10][CH:11]=[C:6]3[CH:5]=2)[CH2:3][CH2:2]1.ClC1C=C(C=CC=1)C(OO)=[O:18]. The catalyst class is: 57. (2) Reactant: [C:1]([O:5][C:6]([NH:8][NH:9][C:10]([C:12]1([C:15]2[CH:20]=[CH:19][C:18](B3OC(C)(C)C(C)(C)O3)=[CH:17][CH:16]=2)[CH2:14][CH2:13]1)=[O:11])=[O:7])([CH3:4])([CH3:3])[CH3:2].Cl[C:31]1[CH:36]=[CH:35][C:34]([C:37]#[N:38])=[CH:33][N:32]=1.C(=O)([O-])[O-].[K+].[K+]. Product: [C:37]([C:34]1[CH:35]=[CH:36][C:31]([C:18]2[CH:19]=[CH:20][C:15]([C:12]3([C:10]([NH:9][NH:8][C:6]([O:5][C:1]([CH3:4])([CH3:2])[CH3:3])=[O:7])=[O:11])[CH2:14][CH2:13]3)=[CH:16][CH:17]=2)=[N:32][CH:33]=1)#[N:38]. The catalyst class is: 108. (3) Reactant: [CH3:1][O-:2].[Na+].Cl[C:5]1[C:14]([CH2:15][C:16]2[CH:24]=[CH:23][C:19]([N:20]([CH3:22])[CH3:21])=[CH:18][CH:17]=2)=[C:13]([Cl:25])[C:12]2[C:7](=[CH:8][CH:9]=[C:10]([I:26])[CH:11]=2)[N:6]=1. Product: [Cl:25][C:13]1[C:12]2[C:7](=[CH:8][CH:9]=[C:10]([I:26])[CH:11]=2)[N:6]=[C:5]([O:2][CH3:1])[C:14]=1[CH2:15][C:16]1[CH:24]=[CH:23][C:19]([N:20]([CH3:22])[CH3:21])=[CH:18][CH:17]=1. The catalyst class is: 11. (4) Product: [O:29]1[CH:33]=[CH:32][CH:31]=[C:30]1[C:34]([N:36]1[CH2:37][CH2:38][N:39]([C:24]([C:23]2[CH:22]=[CH:21][C:20]([NH:19][C:15]3[N:14]=[C:13]([C:10]4[CH:9]=[CH:8][C:7]([S:6][CH2:5][CH2:4][CH2:3][CH2:2][OH:1])=[CH:12][CH:11]=4)[CH:18]=[CH:17][N:16]=3)=[CH:28][CH:27]=2)=[O:25])[CH2:40][CH2:41]1)=[O:35]. Reactant: [OH:1][CH2:2][CH2:3][CH2:4][CH2:5][S:6][C:7]1[CH:12]=[CH:11][C:10]([C:13]2[CH:18]=[CH:17][N:16]=[C:15]([NH:19][C:20]3[CH:28]=[CH:27][C:23]([C:24](O)=[O:25])=[CH:22][CH:21]=3)[N:14]=2)=[CH:9][CH:8]=1.[O:29]1[CH:33]=[CH:32][CH:31]=[C:30]1[C:34]([N:36]1[CH2:41][CH2:40][NH:39][CH2:38][CH2:37]1)=[O:35].CCN=C=NCCCN(C)C.C1C=CC2N(O)N=NC=2C=1. The catalyst class is: 76. (5) Reactant: [CH:1]([O:4][C:5]1[C:6]([N+:18]([O-:20])=[O:19])=[CH:7][C:8]([CH3:17])=[C:9]([C:11]2[CH:16]=[CH:15][N:14]=[CH:13][CH:12]=2)[CH:10]=1)([CH3:3])[CH3:2].[I:21][CH3:22]. Product: [I-:21].[CH:1]([O:4][C:5]1[C:6]([N+:18]([O-:20])=[O:19])=[CH:7][C:8]([CH3:17])=[C:9]([C:11]2[CH:16]=[CH:15][N+:14]([CH3:22])=[CH:13][CH:12]=2)[CH:10]=1)([CH3:3])[CH3:2]. The catalyst class is: 1. (6) Reactant: [C:1](OCC)(=O)[C:2]1[CH:7]=[CH:6][N:5]=[CH:4][CH:3]=1.[F:12][C:13]1[CH:18]=[CH:17][C:16]([CH2:19][C:20]#[N:21])=[CH:15][CH:14]=1.Cl. Product: [C:20]([CH:19]([C:16]1[CH:17]=[CH:18][C:13]([F:12])=[CH:14][CH:15]=1)[CH2:1][C:2]1[CH:3]=[CH:4][N:5]=[CH:6][CH:7]=1)#[N:21]. The catalyst class is: 6. (7) Reactant: [Cl:1][C:2]1[C:7]2[C:8](=[O:18])[N:9]([C:11]([O:13][C:14]([CH3:17])([CH3:16])[CH3:15])=[O:12])[CH2:10][C:6]=2[C:5]([F:19])=[C:4](F)[N:3]=1.[NH2:21][C@@H:22]1[CH2:27][CH2:26][O:25][CH2:24][C@@H:23]1[NH:28][C:29](=[O:35])[O:30][C:31]([CH3:34])([CH3:33])[CH3:32].CC(O)C.CN1CCOCC1. Product: [C:31]([O:30][C:29]([NH:28][C@@H:23]1[C@H:22]([NH:21][C:4]2[N:3]=[C:2]([Cl:1])[C:7]3[C:8](=[O:18])[N:9]([C:11]([O:13][C:14]([CH3:17])([CH3:16])[CH3:15])=[O:12])[CH2:10][C:6]=3[C:5]=2[F:19])[CH2:27][CH2:26][O:25][CH2:24]1)=[O:35])([CH3:34])([CH3:32])[CH3:33]. The catalyst class is: 6. (8) Reactant: [CH3:1][O:2][C:3](=[O:37])[C@@H:4]([NH:14][C:15]([C:17]1[C:18]([CH3:36])=[N:19][C:20]([NH:24][CH2:25][CH2:26][CH2:27][C:28]2[CH:33]=[C:32]([OH:34])[CH:31]=[CH:30][C:29]=2[CH3:35])=[N:21][C:22]=1[CH3:23])=[O:16])[CH2:5][NH:6][C:7](OC(C)(C)C)=[O:8].C(N(CC)CC)C.[S:45]1[CH:49]=[CH:48][CH:47]=[C:46]1C(O)=O.CN(C(ON1N=NC2C=CC=CC1=2)=[N+](C)C)C.F[P-](F)(F)(F)(F)F.C1C=CC2N(O)N=NC=2C=1. Product: [CH3:1][O:2][C:3](=[O:37])[C@@H:4]([NH:14][C:15]([C:17]1[C:22]([CH3:23])=[N:21][C:20]([NH:24][CH2:25][CH2:26][CH2:27][C:28]2[CH:33]=[C:32]([OH:34])[CH:31]=[CH:30][C:29]=2[CH3:35])=[N:19][C:18]=1[CH3:36])=[O:16])[CH2:5][NH:6][C:7]([C:46]1[S:45][CH:49]=[CH:48][CH:47]=1)=[O:8]. The catalyst class is: 71. (9) Reactant: [ClH:1].FC(F)(F)C(O)=O.[CH2:9]([N:11]([CH2:63][CH3:64])[CH2:12][CH2:13][NH:14][C:15]([C:17]1[CH:18]=[C:19]([C:23]2[CH:28]=[CH:27][C:26]([CH2:29][C@H:30]([NH:45][C:46]([C@H:48]3[CH2:53][CH2:52][C@H:51]([CH2:54][NH:55]C(=O)OC(C)(C)C)[CH2:50][CH2:49]3)=[O:47])[C:31](=[O:44])[NH:32][C:33]3[CH:38]=[CH:37][C:36]([C:39]4[N:40]=[N:41][NH:42][N:43]=4)=[CH:35][CH:34]=3)=[CH:25][CH:24]=2)[CH:20]=[CH:21][CH:22]=1)=[O:16])[CH3:10]. Product: [ClH:1].[NH2:55][CH2:54][C@H:51]1[CH2:52][CH2:53][C@H:48]([C:46]([NH:45][C@H:30]([C:31](=[O:44])[NH:32][C:33]2[CH:38]=[CH:37][C:36]([C:39]3[N:40]=[N:41][NH:42][N:43]=3)=[CH:35][CH:34]=2)[CH2:29][C:26]2[CH:25]=[CH:24][C:23]([C:19]3[CH:20]=[CH:21][CH:22]=[C:17]([C:15]([NH:14][CH2:13][CH2:12][N:11]([CH2:63][CH3:64])[CH2:9][CH3:10])=[O:16])[CH:18]=3)=[CH:28][CH:27]=2)=[O:47])[CH2:49][CH2:50]1. The catalyst class is: 12.